Dataset: Full USPTO retrosynthesis dataset with 1.9M reactions from patents (1976-2016). Task: Predict the reactants needed to synthesize the given product. (1) Given the product [Cl:42][C:39]1[CH:40]=[CH:41][C:36](/[C:34](/[CH3:35])=[CH:33]/[N:6]2[C:7]3[CH:8]=[CH:9][C:10]([CH3:13])=[CH:11][C:12]=3[C:4]3[CH2:3][N:2]([CH3:1])[CH2:15][CH2:14][C:5]2=3)=[CH:37][CH:38]=1, predict the reactants needed to synthesize it. The reactants are: [CH3:1][N:2]1[CH2:15][CH2:14][C:5]2[NH:6][C:7]3[CH:8]=[CH:9][C:10]([CH3:13])=[CH:11][C:12]=3[C:4]=2[CH2:3]1.N1CCC[C@H]1C(O)=O.P([O-])([O-])([O-])=O.[K+].[K+].[K+].Br[CH:33]=[C:34]([C:36]1[CH:41]=[CH:40][C:39]([Cl:42])=[CH:38][CH:37]=1)[CH3:35]. (2) Given the product [CH3:2][O:3][C:4]1[CH:9]=[CH:8][CH:7]=[C:6]([O:10][CH3:11])[C:5]=1[C:12]1[N:33]([CH2:29][CH:30]([CH3:32])[CH3:31])[N:34]=[C:14]([C:15]([O:17][CH2:18][CH3:19])=[O:16])[CH:13]=1, predict the reactants needed to synthesize it. The reactants are: [Na].[CH3:2][O:3][C:4]1[CH:9]=[CH:8][CH:7]=[C:6]([O:10][CH3:11])[C:5]=1[C:12](=O)[CH2:13][C:14](=O)[C:15]([O:17][CH2:18][CH3:19])=[O:16].FC(F)(F)C(O)=O.[CH2:29]([NH:33][NH2:34])[CH:30]([CH3:32])[CH3:31].Cl.